Dataset: Reaction yield outcomes from USPTO patents with 853,638 reactions. Task: Predict the reaction yield, written as a fraction of the theoretical maximum amount of product (1.0 means a 100% yield; for example, 0.34 means a 34% yield). The yield is 0.990. The product is [C:1]([O:6][C@@H:7]1[C@@H:15]([CH2:16][CH2:17][CH2:18][CH2:19][CH2:20][CH2:21][CH3:22])[C:14](=[O:23])[O:13][CH2:12][C@H:11]([NH:24][C:25](=[O:35])[C:26]2[C:31]([OH:32])=[C:30]([O:33][CH3:34])[CH:29]=[CH:28][N:27]=2)[C:10](=[O:36])[O:9][C@H:8]1[CH3:37])(=[O:5])[CH:2]([CH3:4])[CH3:3]. The reactants are [C:1]([O:6][C@@H:7]1[C@@H:15]([CH2:16]/[CH:17]=[CH:18]/[CH2:19][CH2:20][CH2:21][CH3:22])[C:14](=[O:23])[O:13][CH2:12][C@H:11]([NH:24][C:25](=[O:35])[C:26]2[C:31]([OH:32])=[C:30]([O:33][CH3:34])[CH:29]=[CH:28][N:27]=2)[C:10](=[O:36])[O:9][C@H:8]1[CH3:37])(=[O:5])[CH:2]([CH3:4])[CH3:3]. The catalyst is CCOC(C)=O.[Pd].